Dataset: Full USPTO retrosynthesis dataset with 1.9M reactions from patents (1976-2016). Task: Predict the reactants needed to synthesize the given product. (1) Given the product [Br:24][C:6]1[C:7]2[C:12]([C:13]([O:15][CH2:16][CH3:17])=[O:14])=[CH:11][C:10]([C:18]3[CH:19]=[CH:20][CH:21]=[CH:22][CH:23]=3)=[N:9][C:8]=2[N:4]([CH:2]([CH3:3])[CH3:1])[N:5]=1, predict the reactants needed to synthesize it. The reactants are: [CH3:1][CH:2]([N:4]1[C:8]2[N:9]=[C:10]([C:18]3[CH:23]=[CH:22][CH:21]=[CH:20][CH:19]=3)[CH:11]=[C:12]([C:13]([O:15][CH2:16][CH3:17])=[O:14])[C:7]=2[CH:6]=[N:5]1)[CH3:3].[Br:24]Br.C(=O)(O)[O-].[Na+]. (2) Given the product [C:31]([O:29][C:27](=[O:28])[CH2:26][NH:25][C:23]([C:10]1[C:9]([OH:8])=[CH:14][C:13]([OH:15])=[CH:12][N:11]=1)=[O:24])([CH3:34])([CH3:33])[CH3:32], predict the reactants needed to synthesize it. The reactants are: C([O:8][C:9]1[C:10]([C:23]([NH:25][CH2:26][C:27]([OH:29])=[O:28])=[O:24])=[N:11][CH:12]=[C:13]([O:15]CC2C=CC=CC=2)[CH:14]=1)C1C=CC=CC=1.Cl.[C:31](OC(=O)CN)([CH3:34])([CH3:33])[CH3:32].C(N(C(C)C)CC)(C)C. (3) Given the product [C:30]1([C@@H:36]([NH:38][C:5]2[N:10]=[C:9]([C:11]3[CH:12]=[C:13]4[CH:29]=[N:28][NH:27][C:14]4=[N:15][C:16]=3[C:17]3[CH:22]=[CH:21][CH:20]=[C:19]([C:23]([F:25])([F:26])[F:24])[CH:18]=3)[CH:8]=[CH:7][N:6]=2)[CH3:37])[CH:35]=[CH:34][CH:33]=[CH:32][CH:31]=1, predict the reactants needed to synthesize it. The reactants are: CS([C:5]1[N:10]=[C:9]([C:11]2[CH:12]=[C:13]3[CH:29]=[N:28][NH:27][C:14]3=[N:15][C:16]=2[C:17]2[CH:22]=[CH:21][CH:20]=[C:19]([C:23]([F:26])([F:25])[F:24])[CH:18]=2)[CH:8]=[CH:7][N:6]=1)(=O)=O.[C:30]1([C@@H:36]([NH2:38])[CH3:37])[CH:35]=[CH:34][CH:33]=[CH:32][CH:31]=1.